Dataset: Reaction yield outcomes from USPTO patents with 853,638 reactions. Task: Predict the reaction yield, written as a fraction of the theoretical maximum amount of product (1.0 means a 100% yield; for example, 0.34 means a 34% yield). The reactants are [Cl:1][C:2]1[C:7]([CH2:8][CH2:9][N:10]2C(=O)C3C(=CC=CC=3)C2=O)=[C:6]([NH:21][C@@H:22]2[C:30]3[C:25](=[CH:26][CH:27]=[CH:28][CH:29]=3)[CH2:24][CH2:23]2)[N:5]=[CH:4][N:3]=1.O.NN. The catalyst is C(O)C. The product is [NH2:10][CH2:9][CH2:8][C:7]1[C:6]([NH:21][C@@H:22]2[C:30]3[C:25](=[CH:26][CH:27]=[CH:28][CH:29]=3)[CH2:24][CH2:23]2)=[N:5][CH:4]=[N:3][C:2]=1[Cl:1]. The yield is 0.500.